This data is from Reaction yield outcomes from USPTO patents with 853,638 reactions. The task is: Predict the reaction yield, written as a fraction of the theoretical maximum amount of product (1.0 means a 100% yield; for example, 0.34 means a 34% yield). (1) The reactants are [CH2:1](O)[C:2]1[CH:7]=[CH:6][CH:5]=[CH:4][CH:3]=1.[NH3:9].[C:10]1([CH3:18])[CH:15]=[C:14](C)[CH:13]=[C:12](C)[CH:11]=1. The catalyst is [Ru]. The product is [CH2:1]([NH2:9])[C:2]1[CH:7]=[CH:6][CH:5]=[CH:4][CH:3]=1.[CH:1](=[N:9][CH2:18][C:10]1[CH:15]=[CH:14][CH:13]=[CH:12][CH:11]=1)[C:2]1[CH:7]=[CH:6][CH:5]=[CH:4][CH:3]=1. The yield is 0.690. (2) The reactants are [F:1][C:2]1[C:7]([CH3:8])=[CH:6][CH:5]=[C:4]([F:9])[C:3]=1[C:10]1[N:15]=[C:14]([C:16]([O:18]C)=[O:17])[CH:13]=[CH:12][CH:11]=1.[OH-].[Na+]. The catalyst is C1COCC1.C(OCC)(=O)C. The product is [F:1][C:2]1[C:7]([CH3:8])=[CH:6][CH:5]=[C:4]([F:9])[C:3]=1[C:10]1[N:15]=[C:14]([C:16]([OH:18])=[O:17])[CH:13]=[CH:12][CH:11]=1. The yield is 0.850. (3) The reactants are [F:1][C:2]1[CH:7]=[C:6]([N:8]2[CH2:13][CH2:12][O:11][CH2:10][CH2:9]2)[C:5]([F:14])=[CH:4][C:3]=1[N:15]1[CH:20]=[C:19]([O:21][CH3:22])[C:18](=[O:23])[C:17]([C:24]([O:26]C)=[O:25])=[N:16]1.[OH-].[Na+].Cl. The catalyst is CCO. The product is [F:1][C:2]1[CH:7]=[C:6]([N:8]2[CH2:9][CH2:10][O:11][CH2:12][CH2:13]2)[C:5]([F:14])=[CH:4][C:3]=1[N:15]1[CH:20]=[C:19]([O:21][CH3:22])[C:18](=[O:23])[C:17]([C:24]([OH:26])=[O:25])=[N:16]1. The yield is 0.960. (4) The reactants are [NH2:1][C:2]1[CH:3]=[N:4][NH:5][C:6]=1[N:7]1[CH2:12][CH2:11][CH2:10][C@H:9]([NH:13]C(=O)OC(C)(C)C)[CH2:8]1.C(OC([NH:28][C:29]1[S:33][C:32]([C:34]2[C:39]([F:40])=[CH:38][CH:37]=[CH:36][C:35]=2[F:41])=[N:31][C:30]=1[C:42](O)=[O:43])=O)(C)(C)C.CN(C(ON1N=NC2C=CC=NC1=2)=[N+](C)C)C.F[P-](F)(F)(F)(F)F. No catalyst specified. The product is [NH2:28][C:29]1[S:33][C:32]([C:34]2[C:39]([F:40])=[CH:38][CH:37]=[CH:36][C:35]=2[F:41])=[N:31][C:30]=1[C:42]([NH:1][C:2]1[CH:3]=[N:4][NH:5][C:6]=1[N:7]1[CH2:12][CH2:11][CH2:10][C@H:9]([NH2:13])[CH2:8]1)=[O:43]. The yield is 0.230. (5) The reactants are Br[C:2]1[C:7]([CH3:8])=[CH:6][CH:5]=[CH:4][N:3]=1.O.[NH2:10][NH2:11]. No catalyst specified. The product is [NH:10]([C:2]1[C:7]([CH3:8])=[CH:6][CH:5]=[CH:4][N:3]=1)[NH2:11]. The yield is 0.680.